The task is: Predict the reactants needed to synthesize the given product.. This data is from Full USPTO retrosynthesis dataset with 1.9M reactions from patents (1976-2016). Given the product [Br:11][C:8]1[CH:9]=[CH:10][C:5]([CH2:4][CH2:3][OH:2])=[C:6]([Cl:12])[CH:7]=1, predict the reactants needed to synthesize it. The reactants are: C[O:2][C:3](=O)[CH2:4][C:5]1[CH:10]=[CH:9][C:8]([Br:11])=[CH:7][C:6]=1[Cl:12].[Cl-].[Ca+2].[Cl-].[BH4-].[Na+].Cl.